From a dataset of Forward reaction prediction with 1.9M reactions from USPTO patents (1976-2016). Predict the product of the given reaction. (1) Given the reactants [CH2:1]([C:3]1[CH:9]=[CH:8][CH:7]=[CH:6][C:4]=1[NH2:5])[CH3:2].[CH2:10]([CH2:12][C:13]([NH:15][C:16]1[CH:21]=[CH:20][CH:19]=[CH:18][CH:17]=1)=[O:14])[CH3:11].[C:22](N)(=O)[CH3:23].C([C:28]1[CH:34]=[C:33]([N+:35]([O-:37])=[O:36])[CH:32]=CC=1N)C.NC1C=CC=CC=1.C(C1C=C([N+]([O-])=O)C=CC=1N=[C:57]=[S:58])C.O[CH2:60]CN.Cl.ClCC1(N)CCCC1.S1CCNC1, predict the reaction product. The product is: [OH:14][CH2:6][C:4]1([NH2:5])[CH2:3][CH2:9][CH2:8][CH2:7]1.[CH2:22]([C:2]1[CH:32]=[C:33]([N+:35]([O-:37])=[O:36])[CH:34]=[CH:28][C:1]=1[C:3]1[CH:9]=[CH:8][CH:7]=[CH:6][C:4]=1[N:5]=[C:57]1[S:58][CH2:21][C:16]2([CH2:17][CH2:18][CH2:19][CH2:20]2)[N:15]1[CH:13]1[CH2:12][CH2:10][CH2:11][CH2:60]1)[CH3:23]. (2) Given the reactants [I-].C[N+]1[CH:7]=[CH:6][N:5]([C:8](/[N:10]=[C:11]2\[S:12][C:13]([CH3:26])=[CH:14][N:15]\2[C:16]2[CH:21]=[CH:20][C:19]([C:22]([F:25])([F:24])[F:23])=[CH:18][CH:17]=2)=[O:9])[CH:4]=1.[CH:27](N(C(C)C)CC)(C)C.CNCCC, predict the reaction product. The product is: [CH3:4][N:5]([CH2:6][CH2:7][CH3:27])[C:8](/[N:10]=[C:11]1\[S:12][C:13]([CH3:26])=[CH:14][N:15]\1[C:16]1[CH:17]=[CH:18][C:19]([C:22]([F:25])([F:23])[F:24])=[CH:20][CH:21]=1)=[O:9]. (3) Given the reactants [Br:1][C:2]1[CH:7]=[CH:6][C:5](I)=[CH:4][CH:3]=1.[CH2:9]([O:11][C:12](=[O:17])[C:13](Br)([F:15])[F:14])[CH3:10], predict the reaction product. The product is: [CH2:9]([O:11][C:12](=[O:17])[C:13]([C:5]1[CH:6]=[CH:7][C:2]([Br:1])=[CH:3][CH:4]=1)([F:15])[F:14])[CH3:10]. (4) Given the reactants [F:1][C:2]([F:14])([F:13])[C:3]1([C:7]2[O:11][N:10]=[C:9]([NH2:12])[CH:8]=2)[CH2:6][CH2:5][CH2:4]1.[Br:15][C:16]1[CH:21]=[CH:20][C:19]([CH2:22][C:23](O)=[O:24])=[CH:18][CH:17]=1.CN(C(ON1N=NC2C=CC=NC1=2)=[N+](C)C)C.F[P-](F)(F)(F)(F)F.CCN(C(C)C)C(C)C, predict the reaction product. The product is: [Br:15][C:16]1[CH:21]=[CH:20][C:19]([CH2:22][C:23]([NH:12][C:9]2[CH:8]=[C:7]([C:3]3([C:2]([F:1])([F:13])[F:14])[CH2:4][CH2:5][CH2:6]3)[O:11][N:10]=2)=[O:24])=[CH:18][CH:17]=1. (5) Given the reactants [C:1]([NH:9][CH2:10][CH2:11][C:12]1[S:16]/[C:15](=[N:17]\[S:18]([C:21]2[CH:30]=[CH:29][CH:28]=[CH:27][C:22]=2[C:23]([O:25]C)=[O:24])(=[O:20])=[O:19])/[N:14]([CH2:31][C:32]2[C:41]3[C:36](=[CH:37][CH:38]=[CH:39][CH:40]=3)[CH:35]=[CH:34][CH:33]=2)[CH:13]=1)(=[O:8])[C:2]1[CH:7]=[CH:6][N:5]=[CH:4][CH:3]=1.C(OC(NCCC1S/C(=N\S(C2C=CC=CC=2C(O)=O)(=O)=O)/N(CC2C3C(=CC=CC=3)C=CC=2)C=1)=O)(C)(C)C, predict the reaction product. The product is: [C:1]([NH:9][CH2:10][CH2:11][C:12]1[S:16]/[C:15](=[N:17]\[S:18]([C:21]2[CH:30]=[CH:29][CH:28]=[CH:27][C:22]=2[C:23]([OH:25])=[O:24])(=[O:19])=[O:20])/[N:14]([CH2:31][C:32]2[C:41]3[C:36](=[CH:37][CH:38]=[CH:39][CH:40]=3)[CH:35]=[CH:34][CH:33]=2)[CH:13]=1)(=[O:8])[C:2]1[CH:3]=[CH:4][N:5]=[CH:6][CH:7]=1. (6) Given the reactants [Cl:1][C:2]1[C:3]2[N:4]([CH:12]=[C:13]([C:15]([NH:17][NH:18][C:19](=O)[C:20]3[CH:25]=[C:24]([Cl:26])[C:23]([O:27][CH3:28])=[CH:22][C:21]=3[Cl:29])=O)[N:14]=2)[CH:5]=[C:6]([C:8]([F:11])([F:10])[F:9])[CH:7]=1.COC1C=CC(P2(SP(C3C=CC(OC)=CC=3)(=S)S2)=[S:40])=CC=1.N1C=CC=CC=1.P12(SP3(SP(SP(S3)(S1)=S)(=S)S2)=S)=S, predict the reaction product. The product is: [Cl:1][C:2]1[C:3]2[N:4]([CH:12]=[C:13]([C:15]3[S:40][C:19]([C:20]4[CH:25]=[C:24]([Cl:26])[C:23]([O:27][CH3:28])=[CH:22][C:21]=4[Cl:29])=[N:18][N:17]=3)[N:14]=2)[CH:5]=[C:6]([C:8]([F:11])([F:10])[F:9])[CH:7]=1. (7) The product is: [C:18]([C:3]1[N:4]=[CH:5][C:6]([NH:8][CH:9]([CH2:13][C:14]([F:17])([F:16])[F:15])[C:10]([NH2:12])=[O:11])=[N:7][C:2]=1[NH:20][C:21]1[CH:22]=[C:23]2[C:28](=[CH:29][CH:30]=1)[N:27]=[CH:26][CH:25]=[CH:24]2)#[N:19]. Given the reactants Cl[C:2]1[N:7]=[C:6]([NH:8][CH:9]([CH2:13][C:14]([F:17])([F:16])[F:15])[C:10]([NH2:12])=[O:11])[CH:5]=[N:4][C:3]=1[C:18]#[N:19].[NH2:20][C:21]1[CH:22]=[C:23]2[C:28](=[CH:29][CH:30]=1)[N:27]=[CH:26][CH:25]=[CH:24]2.C([O-])([O-])=O.[K+].[K+].C1C=CC(P(C2C(C3C(P(C4C=CC=CC=4)C4C=CC=CC=4)=CC=C4C=3C=CC=C4)=C3C(C=CC=C3)=CC=2)C2C=CC=CC=2)=CC=1, predict the reaction product. (8) Given the reactants [OH:1][C:2]1[CH:10]=[CH:9][C:8]([N+:11]([O-:13])=[O:12])=[C:7]2[C:3]=1[CH2:4][N:5]([CH3:15])[C:6]2=[O:14].[C:16](=O)([O-])[O-].[K+].[K+].CN(C=O)C.CI, predict the reaction product. The product is: [CH3:16][O:1][C:2]1[CH:10]=[CH:9][C:8]([N+:11]([O-:13])=[O:12])=[C:7]2[C:3]=1[CH2:4][N:5]([CH3:15])[C:6]2=[O:14]. (9) Given the reactants [Li+].CC([N-]C(C)C)C.[C:9]([O:12][C:13]([CH3:16])([CH3:15])[CH3:14])(=[O:11])[CH3:10].[CH:17]1[C:26]2[C:21](=[CH:22][CH:23]=[CH:24][CH:25]=2)[CH:20]=[CH:19][C:18]=1[S:27]([C:30]1([CH:33]=[O:34])[CH2:32][CH2:31]1)(=[O:29])=[O:28].C(Cl)Cl, predict the reaction product. The product is: [OH:34][CH:33]([C:30]1([S:27]([C:18]2[CH:19]=[CH:20][C:21]3[C:26](=[CH:25][CH:24]=[CH:23][CH:22]=3)[CH:17]=2)(=[O:29])=[O:28])[CH2:32][CH2:31]1)[CH2:10][C:9]([O:12][C:13]([CH3:16])([CH3:15])[CH3:14])=[O:11]. (10) Given the reactants [C:1]([O:5][C:6]([N:8]1[CH2:13][CH2:12][CH:11]([O:14][C:15]2[CH:20]=[C:19](Cl)[N:18]=[CH:17][N:16]=2)[CH2:10][CH2:9]1)=[O:7])([CH3:4])([CH3:3])[CH3:2].[F:22][C:23]1[CH:29]=[C:28]([S:30]([CH3:33])(=[O:32])=[O:31])[CH:27]=[CH:26][C:24]=1[NH2:25].CC(C)([O-])C.[Na+], predict the reaction product. The product is: [C:1]([O:5][C:6]([N:8]1[CH2:13][CH2:12][CH:11]([O:14][C:15]2[CH:20]=[C:19]([NH:25][C:24]3[CH:26]=[CH:27][C:28]([S:30]([CH3:33])(=[O:32])=[O:31])=[CH:29][C:23]=3[F:22])[N:18]=[CH:17][N:16]=2)[CH2:10][CH2:9]1)=[O:7])([CH3:4])([CH3:3])[CH3:2].